This data is from Catalyst prediction with 721,799 reactions and 888 catalyst types from USPTO. The task is: Predict which catalyst facilitates the given reaction. (1) Reactant: [OH:1][C:2]1[CH:7]=[C:6]([CH3:8])[C:5]([C:9]2[CH:14]=[CH:13][CH:12]=[C:11]([CH:15]=[O:16])[CH:10]=2)=[C:4]([CH3:17])[CH:3]=1.Cl[CH2:19][C:20]([N:22]([CH2:25][CH3:26])[CH2:23][CH3:24])=[O:21].C(=O)([O-])[O-].[K+].[K+]. Product: [CH2:23]([N:22]([CH2:25][CH3:26])[C:20](=[O:21])[CH2:19][O:1][C:2]1[CH:7]=[C:6]([CH3:8])[C:5]([C:9]2[CH:14]=[CH:13][CH:12]=[C:11]([CH:15]=[O:16])[CH:10]=2)=[C:4]([CH3:17])[CH:3]=1)[CH3:24]. The catalyst class is: 21. (2) Reactant: [CH:1]1[CH:2]=[N:3][C:4]2[C:9]([N:10]=1)=[CH:8][C:7]1[CH:11]3[CH2:16][NH:15][CH2:14][CH:13]([C:6]=1[CH:5]=2)[CH2:12]3.[C:17]([OH:25])(=[O:24])[CH:18]([CH2:20][C:21]([OH:23])=[O:22])[OH:19]. Product: [CH:2]1[CH:1]=[N:10][C:9]2[C:4]([N:3]=1)=[CH:5][C:6]1[CH:13]3[CH2:14][NH:15][CH2:16][CH:11]([C:7]=1[CH:8]=2)[CH2:12]3.[C:17]([O-:25])(=[O:24])[CH:18]([CH2:20][C:21]([O-:23])=[O:22])[OH:19]. The catalyst class is: 41.